From a dataset of Forward reaction prediction with 1.9M reactions from USPTO patents (1976-2016). Predict the product of the given reaction. (1) Given the reactants [F:1][C:2]1[CH:3]=[C:4]([N:9]2[CH:18]=[CH:17][C:16]3[C:11](=[C:12]([O:21]C)[CH:13]=[C:14]([O:19][CH3:20])[CH:15]=3)[C:10]2=[O:23])[CH:5]=[CH:6][C:7]=1[OH:8].B(Br)(Br)Br, predict the reaction product. The product is: [F:1][C:2]1[CH:3]=[C:4]([N:9]2[CH:18]=[CH:17][C:16]3[C:11](=[C:12]([OH:21])[CH:13]=[C:14]([O:19][CH3:20])[CH:15]=3)[C:10]2=[O:23])[CH:5]=[CH:6][C:7]=1[OH:8]. (2) Given the reactants C(O[C:9](=O)[NH:10][C@@H:11]([C:30]1[CH:35]=[CH:34][CH:33]=[CH:32][CH:31]=1)[C:12]([N:14]1[CH2:18][CH2:17][C@H:16]([O:19][CH2:20][CH2:21][O:22][CH2:23][CH2:24][O:25][CH2:26][CH2:27][O:28][CH3:29])[CH2:15]1)=O)C1C=CC=CC=1.[H-].[H-].[H-].[H-].[Li+].[Al+3].C(=O)([O-])[O-].[Na+].[Na+], predict the reaction product. The product is: [CH3:29][O:28][CH2:27][CH2:26][O:25][CH2:24][CH2:23][O:22][CH2:21][CH2:20][O:19][C@H:16]1[CH2:17][CH2:18][N:14]([CH2:12][C@H:11]([C:30]2[CH:31]=[CH:32][CH:33]=[CH:34][CH:35]=2)[NH:10][CH3:9])[CH2:15]1. (3) Given the reactants [Cl:1][C:2]1[C:3]([N:22]2[CH2:27][CH2:26][O:25][CH2:24][CH2:23]2)=[C:4]([CH2:8][N:9]2[CH2:14][CH2:13][N:12](C(OC(C)(C)C)=O)[CH2:11][CH2:10]2)[CH:5]=[CH:6][CH:7]=1.FC(F)(F)C(O)=O, predict the reaction product. The product is: [Cl:1][C:2]1[CH:7]=[CH:6][CH:5]=[C:4]([CH2:8][N:9]2[CH2:14][CH2:13][NH:12][CH2:11][CH2:10]2)[C:3]=1[N:22]1[CH2:27][CH2:26][O:25][CH2:24][CH2:23]1. (4) Given the reactants C[O:2][C:3]([C:5]1[CH:6]2[N:31]([C:32]([O:34][C:35]([CH3:38])([CH3:37])[CH3:36])=[O:33])[CH:9]([CH2:10][C:11]=1[C:12]1[CH:17]=[CH:16][C:15]([CH2:18][CH2:19][CH2:20][O:21][C:22]3[C:27]([F:28])=[CH:26][CH:25]=[C:24]([F:29])[C:23]=3[F:30])=[CH:14][CH:13]=1)[CH2:8][CH2:7]2)=[O:4].[OH-].[Na+], predict the reaction product. The product is: [C:35]([O:34][C:32]([N:31]1[CH:9]2[CH2:8][CH2:7][CH:6]1[C:5]([C:3]([OH:4])=[O:2])=[C:11]([C:12]1[CH:17]=[CH:16][C:15]([CH2:18][CH2:19][CH2:20][O:21][C:22]3[C:27]([F:28])=[CH:26][CH:25]=[C:24]([F:29])[C:23]=3[F:30])=[CH:14][CH:13]=1)[CH2:10]2)=[O:33])([CH3:38])([CH3:36])[CH3:37]. (5) Given the reactants [OH:1][C:2]1[CH:15]=[CH:14][C:5]([O:6][C:7]([CH3:13])([CH3:12])[C:8]([NH:10][CH3:11])=[O:9])=[CH:4][CH:3]=1.[Cl:16][C:17]1[CH:18]=[C:19]([CH:22]=[CH:23][CH:24]=1)[CH2:20]Br.C(=O)([O-])[O-].[K+].[K+], predict the reaction product. The product is: [Cl:16][C:17]1[CH:18]=[C:19]([CH:22]=[CH:23][CH:24]=1)[CH2:20][O:1][C:2]1[CH:3]=[CH:4][C:5]([O:6][C:7]([CH3:12])([CH3:13])[C:8]([NH:10][CH3:11])=[O:9])=[CH:14][CH:15]=1. (6) Given the reactants [OH:1][C:2]1[CH:3]=[C:4]([CH:10]=[CH:11][C:12]=1[OH:13])[CH:5]([OH:9])[C:6]([OH:8])=[O:7].S(=O)(=O)(O)O.[CH3:19]O, predict the reaction product. The product is: [OH:1][C:2]1[CH:3]=[C:4]([CH:5]([OH:9])[C:6]([O:8][CH3:19])=[O:7])[CH:10]=[CH:11][C:12]=1[OH:13]. (7) Given the reactants N#N.[OH:3][CH:4]([C:6]1[O:7][C:8]([CH2:11][N:12]2[N:16]=[C:15]([NH:17][C:18]([C:20]3[N:21]=[C:22]([CH3:32])[O:23][C:24]=3[C:25]3[CH:26]=[C:27]([CH3:31])[CH:28]=[CH:29][CH:30]=3)=[O:19])[CH:14]=[N:13]2)=[CH:9][N:10]=1)[CH3:5], predict the reaction product. The product is: [C:4]([C:6]1[O:7][C:8]([CH2:11][N:12]2[N:16]=[C:15]([NH:17][C:18]([C:20]3[N:21]=[C:22]([CH3:32])[O:23][C:24]=3[C:25]3[CH:26]=[C:27]([CH3:31])[CH:28]=[CH:29][CH:30]=3)=[O:19])[CH:14]=[N:13]2)=[CH:9][N:10]=1)(=[O:3])[CH3:5]. (8) Given the reactants [CH3:1][CH:2]1[O:7][CH:6]([CH3:8])[CH2:5][N:4]([C:9]2[C:16]([F:17])=[C:15]([F:18])[C:14](B3OC(C)(C)C(C)(C)O3)=[CH:13][C:10]=2[CH:11]=[O:12])[CH2:3]1.C(=O)([O-])[O-].[Na+].[Na+].C(#N)C.O.I[C:39]1[CH:44]=[N:43][CH:42]=[CH:41][N:40]=1, predict the reaction product. The product is: [CH3:8][CH:6]1[O:7][CH:2]([CH3:1])[CH2:3][N:4]([C:9]2[C:16]([F:17])=[C:15]([F:18])[C:14]([C:39]3[CH:44]=[N:43][CH:42]=[CH:41][N:40]=3)=[CH:13][C:10]=2[CH:11]=[O:12])[CH2:5]1. (9) Given the reactants [Cl:1][C:2]1[CH:7]=[C:6]([C:8]2[N:9]=[C:10](NN)[C:11]3[C:17]([O:18][CH3:19])=[CH:16][N:15]=[CH:14][C:12]=3[N:13]=2)[CH:5]=[CH:4][N:3]=1.O1CCOCC1.O, predict the reaction product. The product is: [Cl:1][C:2]1[CH:7]=[C:6]([C:8]2[N:9]=[CH:10][C:11]3[C:17]([O:18][CH3:19])=[CH:16][N:15]=[CH:14][C:12]=3[N:13]=2)[CH:5]=[CH:4][N:3]=1. (10) Given the reactants [CH3:1][O:2][C:3]1[CH:8]=[C:7]([CH3:9])[N:6]=[C:5]([N:10]2[CH2:21][CH2:20][C:13]3([O:18][CH2:17][CH2:16][NH:15][C:14]3=[O:19])[CH2:12][CH2:11]2)[N:4]=1.[H-].[Na+].Br[CH2:25][C:26]1[C:34]2[C:29](=[CH:30][CH:31]=[CH:32][CH:33]=2)[N:28](S(C2C=CC(C)=CC=2)(=O)=O)[N:27]=1.C([O-])([O-])=O.[Cs+].[Cs+], predict the reaction product. The product is: [NH:28]1[C:29]2[C:34](=[CH:33][CH:32]=[CH:31][CH:30]=2)[C:26]([CH2:25][N:15]2[C:14](=[O:19])[C:13]3([CH2:12][CH2:11][N:10]([C:5]4[N:4]=[C:3]([O:2][CH3:1])[CH:8]=[C:7]([CH3:9])[N:6]=4)[CH2:21][CH2:20]3)[O:18][CH2:17][CH2:16]2)=[N:27]1.